The task is: Regression. Given two drug SMILES strings and cell line genomic features, predict the synergy score measuring deviation from expected non-interaction effect.. This data is from NCI-60 drug combinations with 297,098 pairs across 59 cell lines. Drug 1: C1CCN(CC1)CCOC2=CC=C(C=C2)C(=O)C3=C(SC4=C3C=CC(=C4)O)C5=CC=C(C=C5)O. Drug 2: CCC1(CC2CC(C3=C(CCN(C2)C1)C4=CC=CC=C4N3)(C5=C(C=C6C(=C5)C78CCN9C7C(C=CC9)(C(C(C8N6C=O)(C(=O)OC)O)OC(=O)C)CC)OC)C(=O)OC)O.OS(=O)(=O)O. Cell line: NCIH23. Synergy scores: CSS=44.0, Synergy_ZIP=11.5, Synergy_Bliss=11.0, Synergy_Loewe=-17.5, Synergy_HSA=8.59.